From a dataset of Reaction yield outcomes from USPTO patents with 853,638 reactions. Predict the reaction yield, written as a fraction of the theoretical maximum amount of product (1.0 means a 100% yield; for example, 0.34 means a 34% yield). (1) The yield is 0.910. The reactants are [CH2:1]([O:3][C:4](=[O:13])[C:5]1[CH:10]=[CH:9][C:8]([NH:11][NH2:12])=[CH:7][CH:6]=1)[CH3:2].[F:14][C:15]([F:22])([F:21])[C:16](=O)[CH2:17][C:18]#[N:19].Cl. The product is [NH2:19][C:18]1[N:11]([C:8]2[CH:9]=[CH:10][C:5]([C:4]([O:3][CH2:1][CH3:2])=[O:13])=[CH:6][CH:7]=2)[N:12]=[C:16]([C:15]([F:22])([F:21])[F:14])[CH:17]=1. The catalyst is C(O)C. (2) The reactants are CS(O[C@H:6]1[C@@H:11]([CH3:12])[CH2:10][C@@H:9]([C:13]2[CH:18]=[CH:17][N:16]=[CH:15][C:14]=2[NH2:19])[CH2:8][C@H:7]1[NH:20][C:21]([O:23][C:24]([CH3:27])([CH3:26])[CH3:25])=[O:22])(=O)=O.C1CCN2C(=NCCC2)CC1. The catalyst is CN(C=O)C.CCOC(C)=O. The product is [NH2:19][C:14]1[CH:15]=[N:16][CH:17]=[CH:18][C:13]=1[C@H:9]1[CH2:8][C@@H:7]([NH:20][C:21](=[O:22])[O:23][C:24]([CH3:26])([CH3:25])[CH3:27])[CH:6]=[C:11]([CH3:12])[CH2:10]1. The yield is 0.690. (3) The reactants are [CH2:1]([C:3]1[C:7]([CH2:8][C:9]2[CH:14]=[CH:13][C:12]([NH:15]C)=[CH:11][CH:10]=2)=[C:6]([CH2:17][CH3:18])[N:5]([CH2:19][C@@H:20]([NH:22][C:23](=[O:29])[O:24][C:25]([CH3:28])([CH3:27])[CH3:26])[CH3:21])[N:4]=1)[CH3:2].C(O)(=O)C.[Cl:34]N1C(=O)CCC1=O.[OH-].[NH4+]. The catalyst is C(Cl)(Cl)(Cl)Cl.O. The product is [NH2:15][C:12]1[CH:13]=[CH:14][C:9]([CH2:8][C:7]2[C:3]([CH2:1][CH3:2])=[N:4][N:5]([CH2:19][C@H:20]([NH:22][C:23](=[O:29])[O:24][C:25]([CH3:28])([CH3:27])[CH3:26])[CH3:21])[C:6]=2[CH2:17][CH3:18])=[CH:10][C:11]=1[Cl:34]. The yield is 0.325. (4) The reactants are [C:1]([O:9][CH2:10][CH2:11][C:12]([CH3:23])([CH3:22])[CH2:13][O:14][Si](C)(C)C(C)(C)C)(=[O:8])[C:2]1[CH:7]=[CH:6][CH:5]=[CH:4][CH:3]=1.F.F.F.C(N(CC)CC)C. The catalyst is O1CCCC1. The product is [C:1]([O:9][CH2:10][CH2:11][C:12]([CH3:23])([CH3:22])[CH2:13][OH:14])(=[O:8])[C:2]1[CH:7]=[CH:6][CH:5]=[CH:4][CH:3]=1. The yield is 0.840. (5) The catalyst is C1COCC1. The reactants are [CH3:1][Mg]Br.[OH:4][C:5]1[CH:10]=[CH:9][C:8]([O:11][CH3:12])=[CH:7][C:6]=1[C:13](=[O:15])[CH3:14]. The product is [OH:15][C:13]([C:6]1[CH:7]=[C:8]([O:11][CH3:12])[CH:9]=[CH:10][C:5]=1[OH:4])([CH3:1])[CH3:14]. The yield is 1.00. (6) The reactants are [CH2:1]([C:5]1[N:6]=[C:7]([CH3:27])[NH:8][C:9](=[O:26])[C:10]=1[CH2:11][C:12]1[CH:17]=[CH:16][C:15]([C:18]2[C:19]([C:24]#[N:25])=[CH:20][CH:21]=[CH:22][CH:23]=2)=[CH:14][CH:13]=1)[CH2:2][CH2:3][CH3:4].C(C=P(CCCC)(CCCC)CCCC)#N.[CH3:44][C:45]([C:49]1[CH:54]=[CH:53][CH:52]=[CH:51][CH:50]=1)([CH3:48])[CH2:46]O. The catalyst is C1(C)C=CC=CC=1. The product is [CH2:1]([C:5]1[N:6]=[C:7]([CH3:27])[N:8]([CH2:44][C:45]([CH3:48])([C:49]2[CH:54]=[CH:53][CH:52]=[CH:51][CH:50]=2)[CH3:46])[C:9](=[O:26])[C:10]=1[CH2:11][C:12]1[CH:17]=[CH:16][C:15]([C:18]2[C:19]([C:24]#[N:25])=[CH:20][CH:21]=[CH:22][CH:23]=2)=[CH:14][CH:13]=1)[CH2:2][CH2:3][CH3:4]. The yield is 0.100.